From a dataset of Full USPTO retrosynthesis dataset with 1.9M reactions from patents (1976-2016). Predict the reactants needed to synthesize the given product. (1) Given the product [Cl:14][C:15]1[CH:20]=[C:19]([O:11][C:1]2[C:10]3[CH2:9][CH2:8][CH2:7][CH2:6][C:5]=3[CH:4]=[CH:3][CH:2]=2)[CH:18]=[CH:17][N:16]=1, predict the reactants needed to synthesize it. The reactants are: [C:1]1([OH:11])[C:10]2[CH2:9][CH2:8][CH2:7][CH2:6][C:5]=2[CH:4]=[CH:3][CH:2]=1.[H-].[Na+].[Cl:14][C:15]1[CH:20]=[C:19]([N+]([O-])=O)[CH:18]=[CH:17][N:16]=1. (2) Given the product [NH2:1][C:4]1[S:8][C:7]([CH:9]=[O:10])=[CH:6][C:5]=1[C:11]1[CH:12]=[CH:13][NH:14][N:15]=1, predict the reactants needed to synthesize it. The reactants are: [N+:1]([C:4]1[S:8][C:7]([CH:9]=[O:10])=[CH:6][C:5]=1[C:11]1[NH:15][N:14]=[CH:13][CH:12]=1)([O-])=O.S(S([O-])=O)([O-])=O.[Na+].[Na+]. (3) Given the product [Br:32][C:33]1[CH:34]=[N:35][C:36]([O:16][CH2:15][CH2:14][O:13][C:12]2[N:11]=[CH:10][N:9]=[C:8]([NH:17][S:18](=[O:25])(=[O:24])[NH:19][CH2:20][CH2:21][O:22][CH3:23])[C:7]=2[O:6][C:5]2[CH:26]=[C:27]([O:30][CH3:31])[CH:28]=[CH:29][C:4]=2[Cl:3])=[N:37][CH:38]=1, predict the reactants needed to synthesize it. The reactants are: [H-].[Na+].[Cl:3][C:4]1[CH:29]=[CH:28][C:27]([O:30][CH3:31])=[CH:26][C:5]=1[O:6][C:7]1[C:8]([NH:17][S:18](=[O:25])(=[O:24])[NH:19][CH2:20][CH2:21][O:22][CH3:23])=[N:9][CH:10]=[N:11][C:12]=1[O:13][CH2:14][CH2:15][OH:16].[Br:32][C:33]1[CH:34]=[N:35][C:36](Cl)=[N:37][CH:38]=1. (4) Given the product [CH:30]([CH:27]1[CH2:28][CH2:29][CH:24]([CH3:34])[CH2:25][CH:26]1[O:22][C:21]([CH:9]1[CH2:10][C:11](=[CH:13][C:14]2[CH:19]=[CH:18][CH:17]=[C:16]([F:20])[CH:15]=2)[CH2:12][N:8]1[C:6]([O:5][C:1]([CH3:4])([CH3:2])[CH3:3])=[O:7])=[O:23])([CH3:32])[CH3:31], predict the reactants needed to synthesize it. The reactants are: [C:1]([O:5][C:6]([N:8]1[CH2:12][C:11](=[CH:13][C:14]2[CH:19]=[CH:18][CH:17]=[C:16]([F:20])[CH:15]=2)[CH2:10][CH:9]1[C:21]([OH:23])=[O:22])=[O:7])([CH3:4])([CH3:3])[CH3:2].[CH:24]1([CH3:34])[CH2:29][CH2:28][CH:27]([CH:30]([CH3:32])[CH3:31])[CH:26](O)[CH2:25]1.CN(C1C=CC=CN=1)C.C1(N=C=NC2CCCCC2)CCCCC1.